Predict the reaction yield, written as a fraction of the theoretical maximum amount of product (1.0 means a 100% yield; for example, 0.34 means a 34% yield). From a dataset of Reaction yield outcomes from USPTO patents with 853,638 reactions. (1) The reactants are [OH:1][CH2:2][CH2:3][NH:4][S:5]([C:8]1[CH:13]=[CH:12][C:11](B(O)O)=[CH:10][CH:9]=1)(=[O:7])=[O:6].Br[C:18]1[N:23]=[CH:22][C:21]([O:24][CH2:25][CH:26]2[CH2:31][CH2:30][N:29]([C:32]([O:34][CH:35]([CH3:37])[CH3:36])=[O:33])[CH2:28][CH2:27]2)=[CH:20][CH:19]=1.C([O-])([O-])=O.[Na+].[Na+]. The catalyst is Cl[Pd](Cl)([P](C1C=CC=CC=1)(C1C=CC=CC=1)C1C=CC=CC=1)[P](C1C=CC=CC=1)(C1C=CC=CC=1)C1C=CC=CC=1.COCCOC. The product is [OH:1][CH2:2][CH2:3][NH:4][S:5]([C:8]1[CH:13]=[CH:12][C:11]([C:18]2[N:23]=[CH:22][C:21]([O:24][CH2:25][CH:26]3[CH2:27][CH2:28][N:29]([C:32]([O:34][CH:35]([CH3:37])[CH3:36])=[O:33])[CH2:30][CH2:31]3)=[CH:20][CH:19]=2)=[CH:10][CH:9]=1)(=[O:7])=[O:6]. The yield is 0.270. (2) The reactants are [OH:1][C:2]1[CH:3]=[C:4]2[C:9](=[CH:10][CH:11]=1)[C:8](=[O:12])[CH2:7][CH2:6][CH2:5]2.[CH:13]1([CH2:16][CH2:17]O)[CH2:15][CH2:14]1.C1(P(C2C=CC=CC=2)C2C=CC=CC=2)C=CC=CC=1.CCOC(/N=N/C(OCC)=O)=O. The catalyst is C1COCC1. The product is [CH:13]1([CH2:16][CH2:17][O:1][C:2]2[CH:3]=[C:4]3[C:9](=[CH:10][CH:11]=2)[C:8](=[O:12])[CH2:7][CH2:6][CH2:5]3)[CH2:15][CH2:14]1. The yield is 0.330. (3) The reactants are Br[C:2]1[N:7]=[C:6]([NH:8][CH2:9][C:10]2([C:16]#[N:17])[CH2:15][CH2:14][O:13][CH2:12][CH2:11]2)[CH:5]=[CH:4][CH:3]=1.[Cl:18][C:19]1[C:20](B(O)O)=[CH:21][C:22]([F:25])=[N:23][CH:24]=1.C(Cl)Cl. The catalyst is C1C=CC(P(C2C=CC=CC=2)[C-]2C=CC=C2)=CC=1.C1C=CC(P(C2C=CC=CC=2)[C-]2C=CC=C2)=CC=1.Cl[Pd]Cl.[Fe+2].COCCOC. The product is [Cl:18][C:19]1[C:20]([C:2]2[CH:3]=[CH:4][CH:5]=[C:6]([NH:8][CH2:9][C:10]3([C:16]#[N:17])[CH2:15][CH2:14][O:13][CH2:12][CH2:11]3)[N:7]=2)=[CH:21][C:22]([F:25])=[N:23][CH:24]=1. The yield is 0.750. (4) The reactants are Br[C:2]1[CH:15]=[CH:14][C:5]([O:6][Si:7]([C:10]([CH3:13])([CH3:12])[CH3:11])([CH3:9])[CH3:8])=[CH:4][CH:3]=1.[CH:16]1([C:19]2[CH:24]=[CH:23][C:22]([NH:25][CH3:26])=[CH:21][CH:20]=2)[CH2:18][CH2:17]1. No catalyst specified. The product is [C:10]([Si:7]([CH3:9])([CH3:8])[O:6][C:5]1[CH:14]=[CH:15][C:2]([N:25]([C:22]2[CH:23]=[CH:24][C:19]([CH:16]3[CH2:17][CH2:18]3)=[CH:20][CH:21]=2)[CH3:26])=[CH:3][CH:4]=1)([CH3:13])([CH3:12])[CH3:11]. The yield is 0.380. (5) The reactants are [Cl:1][C:2]1[CH:7]=[CH:6][N:5]=[C:4]([C@@H:8]([NH:12][S@@](C(C)(C)C)=O)[CH2:9][CH:10]=[CH2:11])[CH:3]=1.Cl. The catalyst is CO. The product is [Cl:1][C:2]1[CH:7]=[CH:6][N:5]=[C:4]([C@@H:8]([NH2:12])[CH2:9][CH:10]=[CH2:11])[CH:3]=1. The yield is 0.900. (6) The reactants are [F:1][C:2]1[CH:8]=[C:7]([I:9])[CH:6]=[CH:5][C:3]=1[NH2:4].[CH2:10]([C:12]1[CH:17]=[C:16]([F:18])[C:15]([F:19])=[C:14](F)[C:13]=1[N+:21]([O-:23])=[O:22])[CH3:11]. No catalyst specified. The product is [CH2:10]([C:12]1[C:13]([N+:21]([O-:23])=[O:22])=[C:14]([C:15]([F:19])=[C:16]([F:18])[CH:17]=1)[NH:4][C:3]1[CH:5]=[CH:6][C:7]([I:9])=[CH:8][C:2]=1[F:1])[CH3:11]. The yield is 0.600. (7) The reactants are [Br:1][C:2]1[CH:3]=[C:4]([CH3:9])[CH:5]=[CH:6][C:7]=1[Br:8].[N+:10]([O-])([OH:12])=[O:11]. The catalyst is O. The product is [Br:8][C:7]1[CH:6]=[C:5]([N+:10]([O-:12])=[O:11])[C:4]([CH3:9])=[CH:3][C:2]=1[Br:1]. The yield is 0.770. (8) The reactants are [F:1][C:2]1[CH:3]=[C:4]([N+:19]([O-:21])=[O:20])[C:5]([NH:9][C@H:10]([C:12]2[N:17]=[CH:16][C:15]([F:18])=[CH:14][N:13]=2)[CH3:11])=[N:6][C:7]=1F.[CH:22]1([C:25]2[NH:29][N:28]=[C:27]([NH2:30])[CH:26]=2)[CH2:24][CH2:23]1. No catalyst specified. The product is [CH:22]1([C:25]2[NH:29][N:28]=[C:27]([NH:30][C:7]3[C:2]([F:1])=[CH:3][C:4]([N+:19]([O-:21])=[O:20])=[C:5]([NH:9][C@H:10]([C:12]4[N:17]=[CH:16][C:15]([F:18])=[CH:14][N:13]=4)[CH3:11])[N:6]=3)[CH:26]=2)[CH2:24][CH2:23]1. The yield is 0.620. (9) The reactants are [CH2:1]([O:3][C:4](=[O:14])[CH2:5][C:6](=O)[CH2:7][C:8]([O:10][CH2:11][CH3:12])=[O:9])[CH3:2].[C:15]([O:19][C:20](=[O:27])[C:21](=[N:25]O)[C:22](=O)[CH3:23])([CH3:18])([CH3:17])[CH3:16].O. The catalyst is C(O)(=O)C.[Zn]. The product is [CH2:1]([O:3][C:4]([C:5]1[C:22]([CH3:23])=[C:21]([C:20]([O:19][C:15]([CH3:18])([CH3:17])[CH3:16])=[O:27])[NH:25][C:6]=1[CH2:7][C:8]([O:10][CH2:11][CH3:12])=[O:9])=[O:14])[CH3:2]. The yield is 0.885. (10) The reactants are [CH2:1]1[O:4][CH:2]1[CH3:3].[SH:5][C:6]1[CH:7]=[C:8]([B:12]([OH:14])[OH:13])[CH:9]=[CH:10][CH:11]=1.[O-2].[Al+3].[O-2].[O-2].[Al+3]. The catalyst is C(OCC)C. The product is [OH:4][C@@H:2]([CH3:3])[CH2:1][S:5][C:6]1[CH:7]=[C:8]([B:12]([OH:14])[OH:13])[CH:9]=[CH:10][CH:11]=1. The yield is 0.900.